From a dataset of Peptide-MHC class I binding affinity with 185,985 pairs from IEDB/IMGT. Regression. Given a peptide amino acid sequence and an MHC pseudo amino acid sequence, predict their binding affinity value. This is MHC class I binding data. The peptide sequence is MTAASYARY. The MHC is HLA-B57:01 with pseudo-sequence HLA-B57:01. The binding affinity (normalized) is 0.432.